Dataset: TCR-epitope binding with 47,182 pairs between 192 epitopes and 23,139 TCRs. Task: Binary Classification. Given a T-cell receptor sequence (or CDR3 region) and an epitope sequence, predict whether binding occurs between them. (1) The epitope is AYAQKIFKI. The TCR CDR3 sequence is CASSSSSAGSRDTQYF. Result: 0 (the TCR does not bind to the epitope). (2) Result: 1 (the TCR binds to the epitope). The TCR CDR3 sequence is CASYRSDRPTEAFF. The epitope is TPGPGVRYPL. (3) The epitope is KPLEFGATSAAL. The TCR CDR3 sequence is CASSEINRGSYEQYF. Result: 1 (the TCR binds to the epitope). (4) The epitope is KAFSPEVIPMF. The TCR CDR3 sequence is CASSYSLAGAEETQYF. Result: 0 (the TCR does not bind to the epitope). (5) The TCR CDR3 sequence is CAIRALGGPARDTQYF. Result: 1 (the TCR binds to the epitope). The epitope is ITEEVGHTDLMAAY.